Dataset: Catalyst prediction with 721,799 reactions and 888 catalyst types from USPTO. Task: Predict which catalyst facilitates the given reaction. (1) Reactant: Br[C:2]1[CH:7]=[C:6]([F:8])[CH:5]=[C:4]([C:9]([CH3:12])([CH3:11])[CH3:10])[CH:3]=1.[Li]CCCC.CCCCCC.CN([CH:27]=[O:28])C.Cl. Product: [C:9]([C:4]1[CH:3]=[C:2]([CH:7]=[C:6]([F:8])[CH:5]=1)[CH:27]=[O:28])([CH3:12])([CH3:11])[CH3:10]. The catalyst class is: 1. (2) Reactant: [C:1]([O:5][C:6](=[O:19])[NH:7][CH2:8][CH2:9][CH2:10][O:11][C:12]1[CH:17]=[CH:16][C:15]([NH2:18])=[CH:14][CH:13]=1)([CH3:4])([CH3:3])[CH3:2].C(O[C:25](=[O:49])[C@@H:26]([NH:31][C:32]([O:34][CH2:35][CH:36]1[C:48]2[CH:47]=[CH:46][CH:45]=[CH:44][C:43]=2C2C1=CC=CC=2)=[O:33])[CH2:27][C:28]([OH:30])=[O:29])(C)(C)C.[CH:50]1[CH:51]=[CH:52][C:53]2N(O)N=N[C:54]=2[CH:55]=1.CCN([CH:66]([CH3:68])[CH3:67])C(C)C.[CH3:69]N(C(ON1N=NC2C=CC=CC1=2)=[N+](C)C)C.F[P-](F)(F)(F)(F)F. Product: [C:66]([O:30][C:28](=[O:29])[CH2:27][C@H:26]([NH:31][C:32]([O:34][CH2:35][CH:36]1[C:48]2[CH:43]=[CH:44][CH:45]=[CH:46][C:47]=2[C:53]2[C:54]1=[CH:55][CH:50]=[CH:51][CH:52]=2)=[O:33])[C:25]([NH:18][C:15]1[CH:14]=[CH:13][C:12]([O:11][CH2:10][CH2:9][CH2:8][NH:7][C:6]([O:5][C:1]([CH3:4])([CH3:2])[CH3:3])=[O:19])=[CH:17][CH:16]=1)=[O:49])([CH3:68])([CH3:69])[CH3:67]. The catalyst class is: 3. (3) Reactant: [CH2:1]([CH:3]([CH2:30][CH2:31][CH2:32][CH3:33])[CH2:4][N:5]([CH2:24][CH2:25][CH2:26][CH2:27][CH2:28][CH3:29])[C:6]1[CH:11]=[C:10]([N+:12]([O-])=O)[CH:9]=[CH:8][C:7]=1[O:15][CH2:16][CH:17]([CH2:22][CH3:23])[CH2:18][CH2:19][CH2:20][CH3:21])[CH3:2]. Product: [CH2:1]([CH:3]([CH2:30][CH2:31][CH2:32][CH3:33])[CH2:4][N:5]([CH2:24][CH2:25][CH2:26][CH2:27][CH2:28][CH3:29])[C:6]1[C:7]([O:15][CH2:16][CH:17]([CH2:22][CH3:23])[CH2:18][CH2:19][CH2:20][CH3:21])=[CH:8][CH:9]=[C:10]([NH2:12])[CH:11]=1)[CH3:2]. The catalyst class is: 559. (4) Reactant: CCN(CC)CC.Cl.[CH3:9][O:10][C:11](=[O:14])[CH2:12][NH2:13].[C:15]1([N:21]=[C:22]=[O:23])[CH:20]=[CH:19][CH:18]=[CH:17][CH:16]=1. Product: [C:15]1([NH:21][C:22](=[O:23])[NH:13][CH2:12][C:11]([O:10][CH3:9])=[O:14])[CH:20]=[CH:19][CH:18]=[CH:17][CH:16]=1. The catalyst class is: 2. (5) Reactant: Cl.[NH2:2][C:3]1[N:32]=[C:6]2[N:7]([C:22]3[CH:27]=[CH:26][CH:25]=[C:24]([C:28]([F:31])([F:30])[F:29])[CH:23]=3)[C:8]([CH3:21])=[C:9]([C:19]#[N:20])[C@@H:10]([C:11]3[CH:16]=[CH:15][C:14]([C:17]#[N:18])=[CH:13][CH:12]=3)[N:5]2[N:4]=1.N1C=CC=CC=1.[F:39][C:40]1([C:43](Cl)=[O:44])[CH2:42][CH2:41]1. Product: [C:19]([C:9]1[C@@H:10]([C:11]2[CH:16]=[CH:15][C:14]([C:17]#[N:18])=[CH:13][CH:12]=2)[N:5]2[N:4]=[C:3]([NH:2][C:43]([C:40]3([F:39])[CH2:42][CH2:41]3)=[O:44])[N:32]=[C:6]2[N:7]([C:22]2[CH:27]=[CH:26][CH:25]=[C:24]([C:28]([F:29])([F:31])[F:30])[CH:23]=2)[C:8]=1[CH3:21])#[N:20]. The catalyst class is: 1.